This data is from Forward reaction prediction with 1.9M reactions from USPTO patents (1976-2016). The task is: Predict the product of the given reaction. (1) Given the reactants [Br:1][C:2]1[CH:3]=[CH:4][C:5]([O:10][C:11]2[C:12]([CH3:18])=[N:13][N:14]([CH3:17])[C:15]=2[CH3:16])=[C:6]([CH:9]=1)[CH:7]=O.[CH3:19][Si:20]([CH3:27])([CH3:26])N[Si:20]([CH3:27])([CH3:26])[CH3:19].C([Li])CCC.C[Si](Cl)(C)C.[CH2:38]([N:40](CC)CC)[CH3:39].C(Cl)(=[O:47])C, predict the reaction product. The product is: [Br:1][C:2]1[CH:3]=[CH:4][C:5]([O:10][C:11]2[C:12]([CH3:18])=[N:13][N:14]([CH3:17])[C:15]=2[CH3:16])=[C:6]([CH:7]=[N:40][C:38]([O:47][Si:20]([CH3:27])([CH3:26])[CH3:19])=[CH2:39])[CH:9]=1. (2) Given the reactants [C:1]12([C:11]3[N:15]([CH2:16][CH2:17][CH2:18][CH2:19]O)[C:14]([SH:21])=[N:13][N:12]=3)[CH2:10][CH:5]3[CH2:6][CH:7]([CH2:9][CH:3]([CH2:4]3)[CH2:2]1)[CH2:8]2.C([O-])([O-])=O.[Na+].[Na+], predict the reaction product. The product is: [C:1]12([C:11]3[N:15]4[C:14]([S:21][CH2:19][CH2:18][CH2:17][CH2:16]4)=[N:13][N:12]=3)[CH2:10][CH:5]3[CH2:6][CH:7]([CH2:9][CH:3]([CH2:4]3)[CH2:2]1)[CH2:8]2. (3) The product is: [C:13]([NH:12][C@H:11]([C:32]([O:34][CH3:35])=[O:33])[C@H:10]([CH3:36])[OH:9])([C:20]1[CH:21]=[CH:22][CH:23]=[CH:24][CH:25]=1)([C:26]1[CH:31]=[CH:30][CH:29]=[CH:28][CH:27]=1)[C:14]1[CH:15]=[CH:16][CH:17]=[CH:18][CH:19]=1. Given the reactants C([O:9][C@@H:10]([CH3:36])[C@@H:11]([C:32]([O:34][CH3:35])=[O:33])[NH:12][C:13]([C:26]1[CH:31]=[CH:30][CH:29]=[CH:28][CH:27]=1)([C:20]1[CH:25]=[CH:24][CH:23]=[CH:22][CH:21]=1)[C:14]1[CH:19]=[CH:18][CH:17]=[CH:16][CH:15]=1)(=O)C1C=CC=CC=1.C[O-].[Na+].C([O-])(O)=O.[Na+], predict the reaction product. (4) Given the reactants Cl[C:2]1[N:3]=[C:4]2[N:12]([CH2:13][C:14]([C:16]3[S:20][CH:19]=[N:18][C:17]=3[CH3:21])=[O:15])[C@H:11]([C:22]([F:25])([F:24])[F:23])[CH2:10][CH2:9][N:5]2[C:6](=[O:8])[CH:7]=1.Cl.[C@H:27]12[CH2:33][C@H:30]([NH:31][CH2:32]1)[CH2:29][O:28]2.C(N(CC)CC)C, predict the reaction product. The product is: [CH3:21][C:17]1[N:18]=[CH:19][S:20][C:16]=1[C:14](=[O:15])[CH2:13][N:12]1[C:4]2=[N:3][C:2]([N:31]3[CH2:32][C@@H:27]4[CH2:33][C@H:30]3[CH2:29][O:28]4)=[CH:7][C:6](=[O:8])[N:5]2[CH2:9][CH2:10][C@H:11]1[C:22]([F:25])([F:24])[F:23].